This data is from Experimental lipophilicity measurements (octanol/water distribution) for 4,200 compounds from AstraZeneca. The task is: Regression/Classification. Given a drug SMILES string, predict its absorption, distribution, metabolism, or excretion properties. Task type varies by dataset: regression for continuous measurements (e.g., permeability, clearance, half-life) or binary classification for categorical outcomes (e.g., BBB penetration, CYP inhibition). For this dataset (lipophilicity_astrazeneca), we predict Y. (1) The drug is CCOC(=O)Nc1cccc([C@@H](c2ccc(C(=O)N3CCC3)cc2)N2CCN(Cc3cccnc3)CC2)c1. The Y is 3.02 logD. (2) The molecule is CC1N=C(N)N=C(N)N1c1ccc(Cl)cc1. The Y is -0.800 logD. (3) The compound is Cc1ccc(S(=O)(=O)Nc2c(C(=O)NC3CCCCC3)cnn2-c2ccccc2)cc1. The Y is 0.800 logD.